Dataset: Full USPTO retrosynthesis dataset with 1.9M reactions from patents (1976-2016). Task: Predict the reactants needed to synthesize the given product. (1) Given the product [NH2:24][CH:21]1[CH2:22][CH2:23][N:18]([C:16]2[C:15]3[C:10](=[CH:11][C:12]([CH3:32])=[CH:13][CH:14]=3)[N:9]=[C:8]([C:3]3[CH:4]=[CH:5][CH:6]=[CH:7][C:2]=3[OH:1])[N:17]=2)[CH2:19][CH2:20]1, predict the reactants needed to synthesize it. The reactants are: [OH:1][C:2]1[CH:7]=[CH:6][CH:5]=[CH:4][C:3]=1[C:8]1[N:17]=[C:16]([N:18]2[CH2:23][CH2:22][CH:21]([NH:24]C(=O)OC(C)(C)C)[CH2:20][CH2:19]2)[C:15]2[C:10](=[CH:11][C:12]([CH3:32])=[CH:13][CH:14]=2)[N:9]=1.C(O)(C(F)(F)F)=O. (2) Given the product [CH3:28][N:13]([C@@H:10]1[CH2:11][CH2:12][NH:8][CH2:9]1)[C:14]([C:16]1[NH:17][C:18]2[C:23]([C:24]=1[CH3:25])=[C:22]([CH3:26])[CH:21]=[CH:20][C:19]=2[CH3:27])=[O:15], predict the reactants needed to synthesize it. The reactants are: C([N:8]1[CH2:12][CH2:11][C@@H:10]([N:13]([CH3:28])[C:14]([C:16]2[NH:17][C:18]3[C:23]([C:24]=2[CH3:25])=[C:22]([CH3:26])[CH:21]=[CH:20][C:19]=3[CH3:27])=[O:15])[CH2:9]1)C1C=CC=CC=1. (3) Given the product [NH2:1][C:11]1[CH:10]=[C:9]([Cl:8])[C:19]([Cl:20])=[CH:18][C:12]=1[C:13]([OH:14])=[O:17], predict the reactants needed to synthesize it. The reactants are: [N:1]([Si](C)(C)C)=[N+]=[N-].[Cl:8][C:9]1[C:19]([Cl:20])=[CH:18][C:12]2[C:13](=[O:17])[O:14]C(=O)[C:11]=2[CH:10]=1. (4) Given the product [Cl:18][C:19]1[CH:24]=[CH:23][C:22]([CH2:25][C:26]([NH:17][C@H:14]2[CH2:15][CH2:16][C@H:11]([C:4]3[C:5]4[C:10](=[CH:9][CH:8]=[CH:7][CH:6]=4)[N:1]=[CH:2][CH:3]=3)[CH2:12][CH2:13]2)=[O:27])=[CH:21][CH:20]=1, predict the reactants needed to synthesize it. The reactants are: [N:1]1[C:10]2[C:5](=[CH:6][CH:7]=[CH:8][CH:9]=2)[C:4]([CH:11]2[CH2:16][CH2:15][CH:14]([NH2:17])[CH2:13][CH2:12]2)=[CH:3][CH:2]=1.[Cl:18][C:19]1[CH:24]=[CH:23][C:22]([CH2:25][C:26](O)=[O:27])=[CH:21][CH:20]=1.